From a dataset of Catalyst prediction with 721,799 reactions and 888 catalyst types from USPTO. Predict which catalyst facilitates the given reaction. (1) Reactant: [Cl:1][C:2]1[CH:7]=[CH:6][C:5]([C:8]2[N:12]([CH:13]3[CH2:15][CH2:14]3)[C:11](=[O:16])[N:10]([CH2:17][C:18]([NH:20][C:21]([C:26]3[CH:31]=[CH:30][CH:29]=[C:28]([C:32]([F:35])([F:34])[F:33])[CH:27]=3)([CH3:25])[C:22](O)=[O:23])=[O:19])[N:9]=2)=[CH:4][CH:3]=1.C1C=CC2N(O)N=[N:42]C=2C=1.C(Cl)CCl.N. Product: [Cl:1][C:2]1[CH:3]=[CH:4][C:5]([C:8]2[N:12]([CH:13]3[CH2:15][CH2:14]3)[C:11](=[O:16])[N:10]([CH2:17][C:18]([NH:20][C:21]([C:26]3[CH:31]=[CH:30][CH:29]=[C:28]([C:32]([F:35])([F:34])[F:33])[CH:27]=3)([CH3:25])[C:22]([NH2:42])=[O:23])=[O:19])[N:9]=2)=[CH:6][CH:7]=1. The catalyst class is: 3. (2) Reactant: [Br:1][C:2]1[CH:15]=[C:14]2[C:5]([O:6][C:7]3[C:8]([F:19])=[CH:9][C:10]([O:17][CH3:18])=[CH:11][C:12]=3[C:13]2=[O:16])=[CH:4][CH:3]=1.[CH3:20][Mg]Cl. Product: [Br:1][C:2]1[CH:15]=[C:14]2[C:5]([O:6][C:7]3[C:8]([F:19])=[CH:9][C:10]([O:17][CH3:18])=[CH:11][C:12]=3[C:13]2([CH3:20])[OH:16])=[CH:4][CH:3]=1. The catalyst class is: 1. (3) Reactant: [Cl-:1].[Cl-].[Cl-].[Al+3].[Br:5][C:6]1[CH:14]=[CH:13][C:9]([C:10](Cl)=[O:11])=[C:8]([F:15])[CH:7]=1.Cl. Product: [Br:5][C:6]1[CH:14]=[CH:13][C:9]([C:10]([C:6]2[CH:14]=[CH:13][C:9]([Cl:1])=[CH:8][CH:7]=2)=[O:11])=[C:8]([F:15])[CH:7]=1. The catalyst class is: 159.